Dataset: HIV replication inhibition screening data with 41,000+ compounds from the AIDS Antiviral Screen. Task: Binary Classification. Given a drug SMILES string, predict its activity (active/inactive) in a high-throughput screening assay against a specified biological target. (1) The molecule is Cn1c(=O)c(-c2ccccc2)c(O)c2ccccc21. The result is 0 (inactive). (2) The molecule is Cc1ccccc1NC(=O)C(=O)C1CN(c2ccccc2)NC1=N. The result is 0 (inactive). (3) The molecule is COP1(=S)OCC2OC(n3cc(C)c(=O)[nH]c3=O)CC2O1. The result is 0 (inactive). (4) The result is 0 (inactive). The molecule is CCn1cc[n+]([Pt-2]([I-])([I-])[n+]2ccn(CC)c2)c1. (5) The molecule is CCC(=O)C(C)C(=O)C(=O)NCCNC(=O)C(=O)C(C)C(=O)CC. The result is 0 (inactive). (6) The drug is O=[N+]([O-])c1ccc(COc2cccc3cccnc23)cc1. The result is 0 (inactive).